From a dataset of Reaction yield outcomes from USPTO patents with 853,638 reactions. Predict the reaction yield, written as a fraction of the theoretical maximum amount of product (1.0 means a 100% yield; for example, 0.34 means a 34% yield). (1) The reactants are [CH3:1][O:2][C:3](=[O:29])[C:4]1[CH:9]=[CH:8][C:7]([CH3:10])=[C:6]([N:11]2[C:16](=[O:17])[CH:15]=[C:14]([O:18][CH2:19][C:20]3[CH:25]=[CH:24][C:23]([F:26])=[CH:22][C:21]=3[F:27])[N:13]=[C:12]2[CH3:28])[CH:5]=1.[Cl:30]N1C(=O)CCC1=O. The catalyst is C(O)(C)C.ClC(Cl)C(O)=O. The product is [CH3:1][O:2][C:3](=[O:29])[C:4]1[CH:9]=[CH:8][C:7]([CH3:10])=[C:6]([N:11]2[C:16](=[O:17])[C:15]([Cl:30])=[C:14]([O:18][CH2:19][C:20]3[CH:25]=[CH:24][C:23]([F:26])=[CH:22][C:21]=3[F:27])[N:13]=[C:12]2[CH3:28])[CH:5]=1. The yield is 0.820. (2) The reactants are CN(OC)[C:3]([C:5]1[C:13]2[N:12]=[C:11]([CH3:14])[N:10]([CH2:15][C:16]3[C:25]4[C:20](=[CH:21][CH:22]=[CH:23][CH:24]=4)[CH:19]=[CH:18][CH:17]=3)[C:9]=2[CH:8]=[C:7]([N:26]2[CH2:31][CH2:30][O:29][CH2:28][CH2:27]2)[CH:6]=1)=[O:4].[CH3:34][Mg]Cl. The catalyst is O1CCCC1. The product is [CH3:14][C:11]1[N:10]([CH2:15][C:16]2[C:25]3[C:20](=[CH:21][CH:22]=[CH:23][CH:24]=3)[CH:19]=[CH:18][CH:17]=2)[C:9]2[CH:8]=[C:7]([N:26]3[CH2:27][CH2:28][O:29][CH2:30][CH2:31]3)[CH:6]=[C:5]([C:3](=[O:4])[CH3:34])[C:13]=2[N:12]=1. The yield is 0.590. (3) The reactants are [NH2:1][C:2]1[S:6][N:5]=[C:4]([CH3:7])[C:3]=1[C:8]([NH:10][C:11]1[CH:16]=[CH:15][C:14]([F:17])=[C:13]([F:18])[CH:12]=1)=[O:9].Cl[C:20]1[N:21]=[CH:22][C:23]([C:26]([NH:28][CH3:29])=[O:27])=[N:24][CH:25]=1.P([O-])([O-])([O-])=O.[K+].[K+].[K+].C(P(C(C)(C)C)C1C(C)=C(C)C(C)=C(C)C=1C1C(C(C)C)=CC(C(C)C)=CC=1C(C)C)(C)(C)C. The catalyst is C(O)(C)(C)C. The product is [F:18][C:13]1[CH:12]=[C:11]([NH:10][C:8]([C:3]2[C:4]([CH3:7])=[N:5][S:6][C:2]=2[NH:1][C:20]2[N:21]=[CH:22][C:23]([C:26]([NH:28][CH3:29])=[O:27])=[N:24][CH:25]=2)=[O:9])[CH:16]=[CH:15][C:14]=1[F:17]. The yield is 0.400. (4) The reactants are [Br:1][C:2]1[CH:3]=[C:4]([C:8]2[N:12]([CH2:13][CH2:14][O:15][CH2:16][Si:17]([CH3:20])([CH3:19])[CH3:18])[N:11]=[CH:10][C:9]=2[N+:21]([O-])=O)[CH:5]=[CH:6][CH:7]=1.O.[Cl-].[NH4+]. The catalyst is C(O)C.ClCCl.[Fe]. The product is [Br:1][C:2]1[CH:3]=[C:4]([C:8]2[N:12]([CH2:13][CH2:14][O:15][CH2:16][Si:17]([CH3:19])([CH3:18])[CH3:20])[N:11]=[CH:10][C:9]=2[NH2:21])[CH:5]=[CH:6][CH:7]=1. The yield is 0.710. (5) The reactants are [NH2:1][C:2]1[CH:7]=[CH:6][C:5]([C:8]2[CH:13]=[CH:12][CH:11]=[C:10]([Cl:14])[CH:9]=2)=[CH:4][C:3]=1[C:15](=[O:17])[CH3:16].[BH4-].[Na+].C(OCC)(=O)C. The catalyst is CO. The product is [NH2:1][C:2]1[CH:7]=[CH:6][C:5]([C:8]2[CH:13]=[CH:12][CH:11]=[C:10]([Cl:14])[CH:9]=2)=[CH:4][C:3]=1[CH:15]([OH:17])[CH3:16]. The yield is 0.580. (6) The reactants are Cl[C:2]1[CH:7]=[CH:6][CH:5]=[CH:4][N+:3]=1[O-:8].[NH2:9][CH2:10][CH2:11][CH2:12][OH:13].C([O-])(O)=O.[Na+].C(O)(CC)(C)C. The catalyst is C(Cl)Cl.CO.C(Cl)(Cl)Cl. The product is [OH:13][CH2:12][CH2:11][CH2:10][NH:9][C:2]1[CH:7]=[CH:6][CH:5]=[CH:4][N+:3]=1[O-:8]. The yield is 0.930. (7) The reactants are [O:1]=[S:2]1(=[O:68])[CH2:7][CH2:6][N:5]([CH2:8][CH2:9][NH:10][C@:11]23[CH2:64][CH2:63][C@@H:62]([C:65]([CH3:67])=[CH2:66])[C@@H:12]2[C@@H:13]2[C@@:26]([CH3:29])([CH2:27][CH2:28]3)[C@@:25]3([CH3:30])[C@@H:16]([C@:17]4([CH3:61])[C@@H:22]([CH2:23][CH2:24]3)[C:21]([CH3:32])([CH3:31])[C:20]([C:33]3[CH:60]=[CH:59][C:36]([C:37]([O:39][C@H:40]5[O:45][C@H:44]([C:46]([O:48]CC6C=CC=CC=6)=[O:47])[C@@H:43]([OH:56])[C@H:42]([OH:57])[C@H:41]5[OH:58])=[O:38])=[CH:35][CH:34]=3)=[CH:19][CH2:18]4)[CH2:15][CH2:14]2)[CH2:4][CH2:3]1.C([SiH](C)C)(C)(C)C.C(N(CC)CC)C.CCCC[N+](CCCC)(CCCC)CCCC.[F-]. The catalyst is ClC(Cl)C.C1COCC1.C([O-])(=O)C.[Pd+2].C([O-])(=O)C. The product is [O:68]=[S:2]1(=[O:1])[CH2:3][CH2:4][N:5]([CH2:8][CH2:9][NH:10][C@:11]23[CH2:64][CH2:63][C@@H:62]([C:65]([CH3:67])=[CH2:66])[C@@H:12]2[C@@H:13]2[C@@:26]([CH3:29])([CH2:27][CH2:28]3)[C@@:25]3([CH3:30])[C@@H:16]([C@:17]4([CH3:61])[C@@H:22]([CH2:23][CH2:24]3)[C:21]([CH3:31])([CH3:32])[C:20]([C:33]3[CH:60]=[CH:59][C:36]([C:37]([O:39][C@H:40]5[O:45][C@H:44]([C:46]([OH:48])=[O:47])[C@@H:43]([OH:56])[C@H:42]([OH:57])[C@H:41]5[OH:58])=[O:38])=[CH:35][CH:34]=3)=[CH:19][CH2:18]4)[CH2:15][CH2:14]2)[CH2:6][CH2:7]1. The yield is 0.520.